Dataset: Reaction yield outcomes from USPTO patents with 853,638 reactions. Task: Predict the reaction yield, written as a fraction of the theoretical maximum amount of product (1.0 means a 100% yield; for example, 0.34 means a 34% yield). (1) The reactants are [C:1]([O:5][CH2:6][C:7]1[CH:12]=[CH:11][CH:10]=[CH:9][CH:8]=1)(=[O:4])[CH:2]=[CH2:3].CO[CH2:15][N:16]([CH2:22][C:23]1[CH:28]=[CH:27][CH:26]=[CH:25][CH:24]=1)[CH2:17][Si](C)(C)C.C(O)(C(F)(F)F)=O. The catalyst is C(Cl)Cl. The product is [CH2:22]([N:16]1[CH2:15][CH2:3][CH:2]([C:1]([O:5][CH2:6][C:7]2[CH:12]=[CH:11][CH:10]=[CH:9][CH:8]=2)=[O:4])[CH2:17]1)[C:23]1[CH:24]=[CH:25][CH:26]=[CH:27][CH:28]=1. The yield is 0.990. (2) The reactants are [C:1]1([SH:8])[CH:6]=[CH:5][CH:4]=[C:3]([SH:7])[CH:2]=1.[CH3:9]C1CCCO1.COS(OC)(=O)=O.[OH-].[Na+]. The catalyst is C(OC)(C)(C)C. The product is [CH3:9][S:7][C:3]1[CH:2]=[C:1]([SH:8])[CH:6]=[CH:5][CH:4]=1. The yield is 0.780. (3) The reactants are ClC1N=C([C:8]2[O:30][C:11]3[N:12]=[CH:13][N:14]=[C:15]([N:16]4[CH2:21][CH2:20][CH:19]([NH:22][C:23](=[O:29])[O:24][C:25]([CH3:28])([CH3:27])[CH3:26])[CH2:18][CH2:17]4)[C:10]=3[C:9]=2[C:31]2[CH:36]=[CH:35][C:34]([F:37])=[CH:33][CH:32]=2)C=CC=1.[C:38]([N:41]1[CH2:46][CH2:45][CH2:44][CH2:43][CH2:42]1)(=O)[CH3:39]. No catalyst specified. The product is [C:11]([NH:12][CH:44]1[CH2:45][CH2:46][N:41]([C:38]2[N:16]=[CH:17][C:18]([C:8]3[O:30][C:11]4[N:12]=[CH:13][N:14]=[C:15]([N:16]5[CH2:21][CH2:20][CH:19]([NH:22][C:23](=[O:29])[O:24][C:25]([CH3:26])([CH3:27])[CH3:28])[CH2:18][CH2:17]5)[C:10]=4[C:9]=3[C:31]3[CH:36]=[CH:35][C:34]([F:37])=[CH:33][CH:32]=3)=[CH:19][CH:39]=2)[CH2:42][CH2:43]1)(=[O:30])[CH3:10]. The yield is 0.750. (4) The reactants are [C:1]1([C:7]2[CH:12]=[C:11]([CH:13]3[CH2:18][CH2:17][N:16]([CH:19]4[CH2:24][O:23]C(C)(C)[O:21][CH2:20]4)[CH2:15][CH2:14]3)[CH:10]=[CH:9][C:8]=2[NH:27][C:28]([C:30]2[NH:31][CH:32]=[C:33]([C:35]#[N:36])[N:34]=2)=[O:29])[CH2:6][CH2:5][CH2:4][CH2:3][CH:2]=1.[C:37]([OH:43])([C:39]([F:42])([F:41])[F:40])=[O:38]. The catalyst is C1COCC1.O. The product is [F:40][C:39]([F:42])([F:41])[C:37]([OH:43])=[O:38].[C:1]1([C:7]2[CH:12]=[C:11]([CH:13]3[CH2:18][CH2:17][N:16]([CH:19]([CH2:20][OH:21])[CH2:24][OH:23])[CH2:15][CH2:14]3)[CH:10]=[CH:9][C:8]=2[NH:27][C:28]([C:30]2[NH:31][CH:32]=[C:33]([C:35]#[N:36])[N:34]=2)=[O:29])[CH2:6][CH2:5][CH2:4][CH2:3][CH:2]=1. The yield is 0.600. (5) The reactants are [F:1][C:2]1[C:3]([NH:17][C:18]2[CH:29]=[CH:28][CH:27]=[CH:26][C:19]=2[C:20]([NH:22][CH:23]([CH3:25])[CH3:24])=[O:21])=[N:4][C:5]([NH:8][C:9]2[CH:14]=[CH:13][C:12]([CH2:15][OH:16])=[CH:11][CH:10]=2)=[N:6][CH:7]=1. The catalyst is O=[Mn]=O.O1CCOCC1. The product is [F:1][C:2]1[C:3]([NH:17][C:18]2[CH:29]=[CH:28][CH:27]=[CH:26][C:19]=2[C:20]([NH:22][CH:23]([CH3:25])[CH3:24])=[O:21])=[N:4][C:5]([NH:8][C:9]2[CH:10]=[CH:11][C:12]([CH:15]=[O:16])=[CH:13][CH:14]=2)=[N:6][CH:7]=1. The yield is 0.480.